This data is from Forward reaction prediction with 1.9M reactions from USPTO patents (1976-2016). The task is: Predict the product of the given reaction. (1) Given the reactants [CH2:1]([O:3][C:4]1([C:7]2[CH:12]=[CH:11][C:10]([C:13]#[C:14][C:15]3[CH:20]=[CH:19][C:18]([CH2:21][C:22]([O:24]C)=[O:23])=[CH:17][CH:16]=3)=[CH:9][C:8]=2[CH:26]([CH3:28])[CH3:27])[CH2:6][CH2:5]1)[CH3:2].[OH-].[Na+], predict the reaction product. The product is: [CH2:1]([O:3][C:4]1([C:7]2[CH:12]=[CH:11][C:10]([C:13]#[C:14][C:15]3[CH:16]=[CH:17][C:18]([CH2:21][C:22]([OH:24])=[O:23])=[CH:19][CH:20]=3)=[CH:9][C:8]=2[CH:26]([CH3:27])[CH3:28])[CH2:6][CH2:5]1)[CH3:2]. (2) Given the reactants [C:1]12([C:11]([OH:13])=O)[CH2:10][CH:5]3[CH2:6][CH:7]([CH2:9][CH:3]([CH2:4]3)[O:2]1)[CH2:8]2.S(Cl)([Cl:16])=O, predict the reaction product. The product is: [C:1]12([C:11]([Cl:16])=[O:13])[CH2:10][CH:5]3[CH2:6][CH:7]([CH2:9][CH:3]([CH2:4]3)[O:2]1)[CH2:8]2.